From a dataset of Forward reaction prediction with 1.9M reactions from USPTO patents (1976-2016). Predict the product of the given reaction. (1) Given the reactants [O:1]1[C:5]2[CH:6]=[CH:7][CH:8]=[CH:9][C:4]=2[CH:3]=[C:2]1[C:10]1[N:14]2[N:15]=[C:16](Cl)[CH:17]=[CH:18][C:13]2=[N:12][CH:11]=1.Cl.[NH2:21][C@@H:22]1[CH2:26][CH2:25][CH2:24][C@H:23]1[OH:27].C(=O)([O-])O.[Na+], predict the reaction product. The product is: [O:1]1[C:5]2[CH:6]=[CH:7][CH:8]=[CH:9][C:4]=2[CH:3]=[C:2]1[C:10]1[N:14]2[N:15]=[C:16]([NH:21][C@@H:22]3[CH2:26][CH2:25][CH2:24][C@H:23]3[OH:27])[CH:17]=[CH:18][C:13]2=[N:12][CH:11]=1. (2) Given the reactants Br[C:2]1[CH:7]=[CH:6][C:5]([C:8]2[O:12][N:11]=[C:10]([CH3:13])[C:9]=2[C:14]([N:16]2[CH2:21][CH2:20][N:19]([S:22]([C:25]3[CH:30]=[CH:29][C:28]([Cl:31])=[C:27]([Cl:32])[CH:26]=3)(=[O:24])=[O:23])[CH2:18][CH2:17]2)=[O:15])=[CH:4][CH:3]=1.[CH2:33]([O:35][C:36]([C:38]1([C:41]2[CH:46]=[CH:45][C:44](B3OC(C)(C)C(C)(C)O3)=[CH:43][CH:42]=2)[CH2:40][CH2:39]1)=[O:37])[CH3:34], predict the reaction product. The product is: [CH2:33]([O:35][C:36]([C:38]1([C:41]2[CH:46]=[CH:45][C:44]([C:2]3[CH:7]=[CH:6][C:5]([C:8]4[O:12][N:11]=[C:10]([CH3:13])[C:9]=4[C:14]([N:16]4[CH2:21][CH2:20][N:19]([S:22]([C:25]5[CH:30]=[CH:29][C:28]([Cl:31])=[C:27]([Cl:32])[CH:26]=5)(=[O:23])=[O:24])[CH2:18][CH2:17]4)=[O:15])=[CH:4][CH:3]=3)=[CH:43][CH:42]=2)[CH2:39][CH2:40]1)=[O:37])[CH3:34]. (3) The product is: [C:21]([C:25]1[CH:26]=[C:27]([CH3:28])[C:32](=[C:31]([C:34]2[CH:39]=[CH:38][CH:37]=[CH:36][CH:35]=2)[CH3:3])[CH:29]=1)([CH3:24])([CH3:23])[CH3:22]. Given the reactants [OH-].[K+].[CH2:3]1OCCOCCOCCOCCOCCOC1.[C:21]([C:25]1[CH2:29][CH:28]=[C:27](C)[CH:26]=1)([CH3:24])([CH3:23])[CH3:22].[C:31]([C:34]1[CH:39]=[CH:38][CH:37]=[CH:36][CH:35]=1)(=O)[CH3:32].Cl, predict the reaction product. (4) Given the reactants [CH3:1][O:2][C:3]([C:5]1[N:6]=[C:7]([Cl:39])[C:8]([N:12]2[CH2:17][CH2:16][N:15]([C:18]3[CH:23]=[C:22]([C:24]4[CH:29]=[CH:28][C:27]([F:30])=[CH:26][CH:25]=4)[N:21]=[C:20]([N:31]4[CH2:36][CH2:35][O:34][CH2:33][C@H:32]4[CH3:37])[N:19]=3)[CH:14]([CH3:38])[CH2:13]2)=[N:9][C:10]=1Br)=[O:4].[H][H], predict the reaction product. The product is: [CH3:1][O:2][C:3]([C:5]1[N:6]=[C:7]([Cl:39])[C:8]([N:12]2[CH2:17][CH2:16][N:15]([C:18]3[CH:23]=[C:22]([C:24]4[CH:25]=[CH:26][C:27]([F:30])=[CH:28][CH:29]=4)[N:21]=[C:20]([N:31]4[CH2:36][CH2:35][O:34][CH2:33][CH:32]4[CH3:37])[N:19]=3)[C@H:14]([CH3:38])[CH2:13]2)=[N:9][CH:10]=1)=[O:4]. (5) Given the reactants [F:1][C:2]([F:22])([F:21])[C:3]1[CH:4]=[C:5]([CH:14]=[C:15]([C:17]([F:20])([F:19])[F:18])[CH:16]=1)[CH2:6][NH:7][C:8]1[N:9]=[N:10][N:11]([CH3:13])[N:12]=1.CC(C)([O-])C.[K+].Br[CH2:30][C:31]1[CH:36]=[C:35]([C:37]([F:40])([F:39])[F:38])[CH:34]=[CH:33][C:32]=1[C:41]1([O:47][CH3:48])[CH2:46][CH2:45][CH2:44][CH2:43][CH2:42]1, predict the reaction product. The product is: [CH3:48][O:47][C:41]1([C:32]2[CH:33]=[CH:34][C:35]([C:37]([F:38])([F:40])[F:39])=[CH:36][C:31]=2[CH2:30][N:7]([CH2:6][C:5]2[CH:4]=[C:3]([C:2]([F:1])([F:21])[F:22])[CH:16]=[C:15]([C:17]([F:19])([F:20])[F:18])[CH:14]=2)[C:8]2[N:9]=[N:10][N:11]([CH3:13])[N:12]=2)[CH2:42][CH2:43][CH2:44][CH2:45][CH2:46]1.